From a dataset of Merck oncology drug combination screen with 23,052 pairs across 39 cell lines. Regression. Given two drug SMILES strings and cell line genomic features, predict the synergy score measuring deviation from expected non-interaction effect. (1) Drug 1: CC(C)CC(NC(=O)C(Cc1ccccc1)NC(=O)c1cnccn1)B(O)O. Drug 2: CCc1c2c(nc3ccc(O)cc13)-c1cc3c(c(=O)n1C2)COC(=O)C3(O)CC. Cell line: OCUBM. Synergy scores: synergy=14.4. (2) Drug 1: CN(Cc1cnc2nc(N)nc(N)c2n1)c1ccc(C(=O)NC(CCC(=O)O)C(=O)O)cc1. Drug 2: CCc1cnn2c(NCc3ccc[n+]([O-])c3)cc(N3CCCCC3CCO)nc12. Cell line: NCIH23. Synergy scores: synergy=-13.7. (3) Drug 1: CN(Cc1cnc2nc(N)nc(N)c2n1)c1ccc(C(=O)NC(CCC(=O)O)C(=O)O)cc1. Drug 2: Cn1nnc2c(C(N)=O)ncn2c1=O. Cell line: SKMES1. Synergy scores: synergy=-32.5. (4) Drug 1: O=P1(N(CCCl)CCCl)NCCCO1. Drug 2: CC1(c2nc3c(C(N)=O)cccc3[nH]2)CCCN1. Cell line: UWB1289. Synergy scores: synergy=-6.53. (5) Drug 1: CC(C)CC(NC(=O)C(Cc1ccccc1)NC(=O)c1cnccn1)B(O)O. Drug 2: CNC(=O)c1cc(Oc2ccc(NC(=O)Nc3ccc(Cl)c(C(F)(F)F)c3)cc2)ccn1. Cell line: OV90. Synergy scores: synergy=-12.7.